The task is: Predict the reactants needed to synthesize the given product.. This data is from Full USPTO retrosynthesis dataset with 1.9M reactions from patents (1976-2016). (1) The reactants are: [Cl:1][C:2]1[CH:3]=[C:4]2[C:8](=[C:9]([NH:11][CH:12]3[CH2:16][CH2:15][CH2:14][CH2:13]3)[CH:10]=1)[NH:7][C:6]([C:17]1[S:18][CH2:19][C@@H:20]([CH2:22][CH2:23]O)[N:21]=1)=[CH:5]2.[CH3:25][S:26]([O-])(=[O:28])=[O:27].[Na+]. Given the product [Cl:1][C:2]1[CH:3]=[C:4]2[C:8](=[C:9]([NH:11][CH:12]3[CH2:16][CH2:15][CH2:14][CH2:13]3)[CH:10]=1)[NH:7][C:6]([C:17]1[S:18][CH2:19][C@@H:20]([CH2:22][CH2:23][S:26]([CH3:25])(=[O:28])=[O:27])[N:21]=1)=[CH:5]2, predict the reactants needed to synthesize it. (2) The reactants are: [C:1]1([C@@H:13]2[CH2:18][CH2:17][C@H:16]([CH:19]=O)[CH2:15][CH2:14]2)[N:2]=[N:3][N:4]2[C:9]=1[C:8]1[CH:10]=[CH:11][NH:12][C:7]=1[N:6]=[CH:5]2.Cl.[OH:22][CH:23]1[CH2:26][NH:25][CH2:24]1.B.N1C=CC=CC=1C.O. Given the product [C:1]1([C@@H:13]2[CH2:18][CH2:17][C@H:16]([CH2:19][N:25]3[CH2:26][CH:23]([OH:22])[CH2:24]3)[CH2:15][CH2:14]2)[N:2]=[N:3][N:4]2[C:9]=1[C:8]1[CH:10]=[CH:11][NH:12][C:7]=1[N:6]=[CH:5]2, predict the reactants needed to synthesize it. (3) Given the product [C:26]([C:8]1[CH:7]=[N:6][N:5]2[CH:29]=[C:2]([C:34]3[CH:33]=[N:32][N:31]([CH3:30])[CH:35]=3)[CH:3]=[C:4]2[C:9]=1[NH:10][C@@H:11]1[CH2:16][CH2:15][N:14]([C:17]([O:19][C:20]([CH3:23])([CH3:21])[CH3:22])=[O:18])[CH2:13][C@H:12]1[CH2:24][CH3:25])(=[O:28])[NH2:27], predict the reactants needed to synthesize it. The reactants are: Br[C:2]1[CH:3]=[C:4]2[C:9]([NH:10][C@@H:11]3[CH2:16][CH2:15][N:14]([C:17]([O:19][C:20]([CH3:23])([CH3:22])[CH3:21])=[O:18])[CH2:13][C@H:12]3[CH2:24][CH3:25])=[C:8]([C:26](=[O:28])[NH2:27])[CH:7]=[N:6][N:5]2[CH:29]=1.[CH3:30][N:31]1[CH:35]=[C:34](B2OC(C)(C)C(C)(C)O2)[CH:33]=[N:32]1.P([O-])([O-])([O-])=O.[K+].[K+].[K+]. (4) Given the product [N:29]1[CH:30]=[CH:31][C:26]([C:2]2[NH:32][O:6][C:4](=[O:5])[C:3]=2[C:8]2[CH:13]=[CH:12][C:11]([O:14][CH2:15][C:16]3[CH:25]=[CH:24][C:23]4[C:18](=[CH:19][CH:20]=[CH:21][CH:22]=4)[N:17]=3)=[CH:10][CH:9]=2)=[CH:27][CH:28]=1, predict the reactants needed to synthesize it. The reactants are: O=[C:2]([C:26]1[CH:31]=[CH:30][N:29]=[CH:28][CH:27]=1)[CH:3]([C:8]1[CH:13]=[CH:12][C:11]([O:14][CH2:15][C:16]2[CH:25]=[CH:24][C:23]3[C:18](=[CH:19][CH:20]=[CH:21][CH:22]=3)[N:17]=2)=[CH:10][CH:9]=1)[C:4]([O:6]C)=[O:5].[NH2:32]O.Cl.